This data is from Forward reaction prediction with 1.9M reactions from USPTO patents (1976-2016). The task is: Predict the product of the given reaction. (1) Given the reactants [CH2:1]([Li])[CH2:2][CH2:3]C.[F:6][C:7]1[CH:8]=[C:9]([CH2:15][C:16]([OH:18])=[O:17])[CH:10]=[C:11]([F:14])[C:12]=1[F:13].C(Br)C=C.[OH-].[Na+], predict the reaction product. The product is: [F:6][C:7]1[CH:8]=[C:9]([CH:15]([CH2:3][CH:2]=[CH2:1])[C:16]([OH:18])=[O:17])[CH:10]=[C:11]([F:14])[C:12]=1[F:13]. (2) Given the reactants [Cl:1][C:2]1[CH:3]=[C:4]([N:9]2[CH2:15][C@@H:14]3[C@@H:11]([CH2:12][NH:13]3)[CH2:10]2)[CH:5]=[N:6][C:7]=1[Cl:8].Cl, predict the reaction product. The product is: [ClH:1].[Cl:1][C:2]1[CH:3]=[C:4]([N:9]2[CH2:15][C@@H:14]3[C@@H:11]([CH2:12][NH:13]3)[CH2:10]2)[CH:5]=[N:6][C:7]=1[Cl:8]. (3) Given the reactants CC1(C)C(C)(C)OB([C:9]2[CH:10]=[C:11]([O:28][C:29]([F:32])([F:31])[F:30])[CH:12]=[C:13]3[C:18]=2[O:17][CH:16]([C:19]([F:22])([F:21])[F:20])[C:15]([C:23]([O:25][CH2:26][CH3:27])=[O:24])=[CH:14]3)O1.[OH:34]O.[OH-].[Na+].Cl, predict the reaction product. The product is: [OH:34][C:9]1[CH:10]=[C:11]([O:28][C:29]([F:30])([F:31])[F:32])[CH:12]=[C:13]2[C:18]=1[O:17][CH:16]([C:19]([F:21])([F:20])[F:22])[C:15]([C:23]([O:25][CH2:26][CH3:27])=[O:24])=[CH:14]2. (4) Given the reactants Cl[C:2]1[C:23]([F:24])=[CH:22][C:5]([C:6]([NH:8][S:9]([C:12]2[CH:17]=[CH:16][CH:15]=[CH:14][C:13]=2[S:18](=[O:21])(=[O:20])[NH2:19])(=[O:11])=[O:10])=[O:7])=[CH:4][N:3]=1.[C:25]([C:27]1[CH:32]=[CH:31][C:30]([C:33]([F:36])([F:35])[F:34])=[CH:29][CH:28]=1)#[CH:26], predict the reaction product. The product is: [F:24][C:23]1[C:2]([C:26]#[C:25][C:27]2[CH:32]=[CH:31][C:30]([C:33]([F:34])([F:35])[F:36])=[CH:29][CH:28]=2)=[N:3][CH:4]=[C:5]([CH:22]=1)[C:6]([NH:8][S:9]([C:12]1[CH:17]=[CH:16][CH:15]=[CH:14][C:13]=1[S:18](=[O:21])(=[O:20])[NH2:19])(=[O:11])=[O:10])=[O:7].